The task is: Predict the reaction yield, written as a fraction of the theoretical maximum amount of product (1.0 means a 100% yield; for example, 0.34 means a 34% yield).. This data is from Reaction yield outcomes from USPTO patents with 853,638 reactions. (1) The reactants are Cl[C:2]1[NH:7][C:6]2[CH:8]=[C:9]([Cl:11])[S:10][C:5]=2[S:4](=[O:13])(=[O:12])[N:3]=1.[CH3:14][C:15]([NH2:19])([CH3:18])[CH2:16][CH3:17]. No catalyst specified. The product is [Cl:11][C:9]1[S:10][C:5]2[S:4](=[O:13])(=[O:12])[N:3]=[C:2]([NH:19][C:15]([CH3:18])([CH3:14])[CH2:16][CH3:17])[NH:7][C:6]=2[CH:8]=1. The yield is 0.560. (2) The yield is 0.410. The reactants are [OH:1][C:2]1[C:7]([C:8]2[C:16]3[C:15]([NH:17][CH:18]([C:20]4[N:25]([C:26]5[CH:31]=[CH:30][CH:29]=[CH:28][CH:27]=5)[C:24](=[O:32])[C:23]5=[C:33]([CH3:36])[CH:34]=[CH:35][N:22]5[N:21]=4)[CH3:19])=[N:14][CH:13]=[N:12][C:11]=3[N:10](COCC[Si](C)(C)C)[CH:9]=2)=[CH:6][CH:5]=[CH:4][C:3]=1[NH:45][S:46]([CH3:49])(=[O:48])=[O:47].FC(F)(F)C(O)=O.N. No catalyst specified. The product is [OH:1][C:2]1[C:7]([C:8]2[C:16]3[C:15]([NH:17][C@H:18]([C:20]4[N:25]([C:26]5[CH:27]=[CH:28][CH:29]=[CH:30][CH:31]=5)[C:24](=[O:32])[C:23]5=[C:33]([CH3:36])[CH:34]=[CH:35][N:22]5[N:21]=4)[CH3:19])=[N:14][CH:13]=[N:12][C:11]=3[NH:10][CH:9]=2)=[CH:6][CH:5]=[CH:4][C:3]=1[NH:45][S:46]([CH3:49])(=[O:47])=[O:48]. (3) The reactants are [NH2:1][C:2]1[N:7]=[CH:6][N:5]=[C:4]2[N:8]([CH:12]([C:14]3[O:15][C:16]4[C:21]([C:22](=[O:31])[C:23]=3[C:24]3[CH:29]=[CH:28][CH:27]=[C:26]([F:30])[CH:25]=3)=[CH:20][CH:19]=[CH:18][CH:17]=4)[CH3:13])[N:9]=[C:10](I)[C:3]=12.[NH2:32][C:33]1[N:38]=[CH:37][C:36](B(O)O)=[CH:35][N:34]=1.C(=O)([O-])[O-].[Na+].[Na+].ClCCl. The catalyst is CN(C=O)C.C(O)C.O. The product is [NH2:1][C:2]1[N:7]=[CH:6][N:5]=[C:4]2[N:8]([CH:12]([C:14]3[O:15][C:16]4[C:21]([C:22](=[O:31])[C:23]=3[C:24]3[CH:29]=[CH:28][CH:27]=[C:26]([F:30])[CH:25]=3)=[CH:20][CH:19]=[CH:18][CH:17]=4)[CH3:13])[N:9]=[C:10]([C:36]3[CH:35]=[N:34][C:33]([NH2:32])=[N:38][CH:37]=3)[C:3]=12. The yield is 0.140. (4) The yield is 0.730. The reactants are [Cl:1][C:2]1[CH:7]=[CH:6][C:5]([S:8]([O-:10])=[O:9])=[CH:4][CH:3]=1.[Na+].[CH2:12](Br)[C:13]1[CH:18]=[CH:17][CH:16]=[CH:15][CH:14]=1. The product is [Cl:1][C:2]1[CH:7]=[CH:6][C:5]([S:8]([CH2:12][C:13]2[CH:18]=[CH:17][CH:16]=[CH:15][CH:14]=2)(=[O:10])=[O:9])=[CH:4][CH:3]=1. The catalyst is C(O)CCC. (5) The reactants are [F:1][C:2]1[CH:3]=[CH:4][CH2:5][CH:6]2[C:11]([CH3:13])([CH3:12])[O:10][C:9](=[O:14])[NH:8][C:7]=12.[Br:15]Br. The catalyst is C(O)(=O)C. The product is [Br:15][C:4]1[CH2:5][CH:6]2[C:11]([CH3:12])([CH3:13])[O:10][C:9](=[O:14])[NH:8][C:7]2=[C:2]([F:1])[CH:3]=1. The yield is 0.840. (6) The reactants are [CH3:1][O:2][C:3]([C:5]1[CH:6]=[C:7]2[C:11](=[CH:12][CH:13]=1)[NH:10][C:9]([C:14]([OH:16])=O)=[CH:8]2)=[O:4].[OH-].[NH4+:18]. The catalyst is O1CCCC1. The product is [C:14]([C:9]1[NH:10][C:11]2[C:7]([CH:8]=1)=[CH:6][C:5]([C:3]([O:2][CH3:1])=[O:4])=[CH:13][CH:12]=2)(=[O:16])[NH2:18]. The yield is 0.820. (7) The product is [N:20]1[CH:21]=[CH:22][CH:23]=[C:18]([C@H:9]([NH2:8])[CH2:10][CH2:11][CH:12]2[CH2:13][CH2:14][O:15][CH2:16][CH2:17]2)[CH:19]=1. The yield is 0.800. The reactants are CC1(O)C(=[N:8][CH:9]([C:18]2[CH:19]=[N:20][CH:21]=[CH:22][CH:23]=2)[CH2:10][CH2:11][CH:12]2[CH2:17][CH2:16][O:15][CH2:14][CH2:13]2)CC2CC1C2(C)C.Cl.NO.C([O-])([O-])=O.[K+].[K+]. The catalyst is C(O)C.